From a dataset of Reaction yield outcomes from USPTO patents with 853,638 reactions. Predict the reaction yield, written as a fraction of the theoretical maximum amount of product (1.0 means a 100% yield; for example, 0.34 means a 34% yield). The reactants are [Cl:1][C:2]1[C:11]2[C:6](=[CH:7][CH:8]=[C:9](F)[CH:10]=2)[C:5]([OH:13])=[CH:4][N:3]=1.C([O-])([O-])=O.[K+].[K+].[CH:20]1(CBr)C[CH2:21]1. The catalyst is C(#N)C. The product is [Cl:1][C:2]1[C:11]2[C:6](=[CH:7][CH:8]=[CH:9][CH:10]=2)[C:5]([O:13][CH2:20][CH3:21])=[CH:4][N:3]=1. The yield is 0.550.